This data is from Catalyst prediction with 721,799 reactions and 888 catalyst types from USPTO. The task is: Predict which catalyst facilitates the given reaction. Reactant: [CH2:1]([O:3][C:4]([CH:6]1[CH2:11][CH2:10][C:9](=[O:12])[CH2:8][CH2:7]1)=[O:5])[CH3:2].[CH2:13](O)[CH2:14][OH:15].CCOCC. Product: [CH2:1]([O:3][C:4]([CH:6]1[CH2:11][CH2:10][C:9]2([O:15][CH2:14][CH2:13][O:12]2)[CH2:8][CH2:7]1)=[O:5])[CH3:2]. The catalyst class is: 11.